The task is: Predict the reactants needed to synthesize the given product.. This data is from Full USPTO retrosynthesis dataset with 1.9M reactions from patents (1976-2016). (1) Given the product [OH:8][CH2:7][CH2:6][C:5]1[CH:9]=[CH:10][C:2]([O:1][CH2:27][CH2:28][O:29][CH2:30][CH2:31][NH:32][C:33](=[O:39])[O:34][C:35]([CH3:38])([CH3:37])[CH3:36])=[CH:3][CH:4]=1, predict the reactants needed to synthesize it. The reactants are: [OH:1][C:2]1[CH:10]=[CH:9][C:5]([CH2:6][CH2:7][OH:8])=[CH:4][CH:3]=1.C(=O)([O-])[O-].[Cs+].[Cs+].CC1C=CC(OS(O[CH2:27][CH2:28][O:29][CH2:30][CH2:31][NH:32][C:33](=[O:39])[O:34][C:35]([CH3:38])([CH3:37])[CH3:36])(=O)=O)=CC=1. (2) Given the product [CH3:1][CH:2]([CH2:20][O:21][C:22]1[CH:23]=[CH:24][C:25]([C:28]([F:29])([F:30])[F:31])=[CH:26][CH:27]=1)[CH2:3][O:4][C:5]1[CH:10]=[CH:9][C:8]([CH:11]([C:17]#[C:18][CH3:19])[CH2:12][C:13]([OH:15])=[O:14])=[CH:7][CH:6]=1, predict the reactants needed to synthesize it. The reactants are: [CH3:1][CH:2]([CH2:20][O:21][C:22]1[CH:27]=[CH:26][C:25]([C:28]([F:31])([F:30])[F:29])=[CH:24][CH:23]=1)[CH2:3][O:4][C:5]1[CH:10]=[CH:9][C:8]([CH:11]([C:17]#[C:18][CH3:19])[CH2:12][C:13]([O:15]C)=[O:14])=[CH:7][CH:6]=1.Cl.O. (3) Given the product [C:1]([C:5]1[CH:10]=[CH:9][C:8]([S:11]([NH:14][C:15]2[CH:20]=[CH:19][C:18]([Cl:21])=[CH:17][C:16]=2[C:22]2[N:26]([C@H:27]3[CH2:31][CH2:30][N:29]([CH:33]([CH3:35])[CH3:32])[CH2:28]3)[CH:25]=[N:24][N:23]=2)(=[O:12])=[O:13])=[CH:7][CH:6]=1)([CH3:4])([CH3:2])[CH3:3], predict the reactants needed to synthesize it. The reactants are: [C:1]([C:5]1[CH:10]=[CH:9][C:8]([S:11]([NH:14][C:15]2[CH:20]=[CH:19][C:18]([Cl:21])=[CH:17][C:16]=2[C:22]2[N:26]([C@H:27]3[CH2:31][CH2:30][NH:29][CH2:28]3)[CH:25]=[N:24][N:23]=2)(=[O:13])=[O:12])=[CH:7][CH:6]=1)([CH3:4])([CH3:3])[CH3:2].[CH3:32][C:33]([CH3:35])=O.[BH3-]C#N.[Na+].